Dataset: Peptide-MHC class II binding affinity with 134,281 pairs from IEDB. Task: Regression. Given a peptide amino acid sequence and an MHC pseudo amino acid sequence, predict their binding affinity value. This is MHC class II binding data. (1) The peptide sequence is KEVSGVKGFTLGRDG. The MHC is DRB3_0202 with pseudo-sequence DRB3_0202. The binding affinity (normalized) is 0. (2) The peptide sequence is SGFIGFCKSMGSKCV. The MHC is H-2-IAb with pseudo-sequence H-2-IAb. The binding affinity (normalized) is 0.188. (3) The peptide sequence is EVYEARLTKFKYLAG. The MHC is HLA-DQA10102-DQB10602 with pseudo-sequence HLA-DQA10102-DQB10602. The binding affinity (normalized) is 0.149. (4) The peptide sequence is DLGRNEVVNDVSTFS. The MHC is HLA-DPA10201-DPB11401 with pseudo-sequence HLA-DPA10201-DPB11401. The binding affinity (normalized) is 0. (5) The binding affinity (normalized) is 0.699. The MHC is DRB1_0405 with pseudo-sequence DRB1_0405. The peptide sequence is KSIIIPFIAYFVLMH. (6) The peptide sequence is IFKISKTVSEGAVDI. The MHC is DRB4_0101 with pseudo-sequence DRB4_0103. The binding affinity (normalized) is 0.408. (7) The binding affinity (normalized) is 0.342. The MHC is HLA-DQA10301-DQB10302 with pseudo-sequence HLA-DQA10301-DQB10302. The peptide sequence is LEAAVKQAYAATIAA.